Dataset: Catalyst prediction with 721,799 reactions and 888 catalyst types from USPTO. Task: Predict which catalyst facilitates the given reaction. Reactant: [CH3:1][S:2]([O:5][C@H:6]1[C@H:10]([O:11][S:12]([CH3:15])(=[O:14])=[O:13])[CH2:9][N:8](CC2C=CC=CC=2)[CH2:7]1)(=[O:4])=[O:3].[CH2:23]([O:30][C:31](Cl)=[O:32])[C:24]1[CH:29]=[CH:28][CH:27]=[CH:26][CH:25]=1. Product: [CH3:1][S:2]([O:5][C@H:6]1[C@H:10]([O:11][S:12]([CH3:15])(=[O:14])=[O:13])[CH2:9][N:8]([C:31]([O:30][CH2:23][C:24]2[CH:29]=[CH:28][CH:27]=[CH:26][CH:25]=2)=[O:32])[CH2:7]1)(=[O:3])=[O:4]. The catalyst class is: 4.